From a dataset of Forward reaction prediction with 1.9M reactions from USPTO patents (1976-2016). Predict the product of the given reaction. (1) Given the reactants I[C:2]1[CH:3]=[C:4]([C:20]([NH:22][CH3:23])=[O:21])[C:5](=[O:19])[N:6]([C:9]2[CH:14]=[CH:13][CH:12]=[C:11]([C:15]([F:18])([F:17])[F:16])[CH:10]=2)[C:7]=1[CH3:8].[C:24]([C:26]1[CH:31]=[CH:30][C:29]([N:32]2[C:36](B(O)O)=[CH:35][CH:34]=[N:33]2)=[CH:28][CH:27]=1)#[N:25], predict the reaction product. The product is: [C:24]([C:26]1[CH:27]=[CH:28][C:29]([N:32]2[C:36]([C:2]3[CH:3]=[C:4]([C:20]([NH:22][CH3:23])=[O:21])[C:5](=[O:19])[N:6]([C:9]4[CH:14]=[CH:13][CH:12]=[C:11]([C:15]([F:18])([F:17])[F:16])[CH:10]=4)[C:7]=3[CH3:8])=[CH:35][CH:34]=[N:33]2)=[CH:30][CH:31]=1)#[N:25]. (2) Given the reactants [C:1]12([CH:11]([OH:44])[CH2:12][N:13]3[C:18](=[O:19])[C:17]([CH2:20][C:21]4[CH:26]=[CH:25][C:24]([C:27]5[CH:32]=[CH:31][CH:30]=[CH:29][C:28]=5[C:33]5[NH:37][C:36](=[O:38])[O:35][N:34]=5)=[CH:23][CH:22]=4)=[C:16]([CH2:39][CH2:40][CH2:41][CH3:42])[N:15]=[C:14]3[CH3:43])[CH2:10][CH:5]3[CH2:6][CH:7]([CH2:9][CH:3]([CH2:4]3)[CH2:2]1)[CH2:8]2.CC(OI1(OC(C)=O)(OC(C)=O)OC(=O)C2C1=CC=CC=2)=O.C(=O)([O-])O.[Na+].S([O-])([O-])(=O)=S.[Na+].[Na+], predict the reaction product. The product is: [C:1]12([C:11](=[O:44])[CH2:12][N:13]3[C:18](=[O:19])[C:17]([CH2:20][C:21]4[CH:26]=[CH:25][C:24]([C:27]5[CH:32]=[CH:31][CH:30]=[CH:29][C:28]=5[C:33]5[NH:37][C:36](=[O:38])[O:35][N:34]=5)=[CH:23][CH:22]=4)=[C:16]([CH2:39][CH2:40][CH2:41][CH3:42])[N:15]=[C:14]3[CH3:43])[CH2:10][CH:5]3[CH2:4][CH:3]([CH2:9][CH:7]([CH2:6]3)[CH2:8]1)[CH2:2]2. (3) Given the reactants Cl[C:2]1[CH:11]=[CH:10][C:9]2[N:8]=[CH:7][C:6]3[C:12](=[O:27])[NH:13][C:14](=[O:26])[N:15]([C:16]4[CH:21]=[CH:20][CH:19]=[C:18]([C:22]([F:25])([F:24])[F:23])[CH:17]=4)[C:5]=3[C:4]=2[N:3]=1.CC1(C)C(C)(C)OB([C:36]2[CH:37]=[C:38]3[CH:44]=[CH:43][NH:42][C:39]3=[N:40][CH:41]=2)O1.C(=O)([O-])[O-].[K+].[K+].O1CCOCC1, predict the reaction product. The product is: [NH:42]1[C:39]2=[N:40][CH:41]=[C:36]([C:2]3[CH:11]=[CH:10][C:9]4[N:8]=[CH:7][C:6]5[C:12](=[O:27])[NH:13][C:14](=[O:26])[N:15]([C:16]6[CH:21]=[CH:20][CH:19]=[C:18]([C:22]([F:25])([F:24])[F:23])[CH:17]=6)[C:5]=5[C:4]=4[N:3]=3)[CH:37]=[C:38]2[CH:44]=[CH:43]1. (4) Given the reactants [NH:1]([C:43]([CH3:45])=[O:44])[C@H:2]([C:18]([NH:20][C@H:21]([C:26]([NH:28][C@H:29]([C:39]([O:41][CH3:42])=[O:40])[CH2:30][O:31]CC1C=CC=CC=1)=[O:27])[C@H:22]([CH2:24][CH3:25])[CH3:23])=[O:19])[CH2:3][C:4]1[CH:9]=[CH:8][C:7]([O:10]CC2C=CC=CC=2)=[CH:6][CH:5]=1.C(O)(C(F)(F)F)=O, predict the reaction product. The product is: [NH:1]([C:43]([CH3:45])=[O:44])[C@H:2]([C:18]([NH:20][C@H:21]([C:26]([NH:28][C@H:29]([C:39]([O:41][CH3:42])=[O:40])[CH2:30][OH:31])=[O:27])[C@H:22]([CH2:24][CH3:25])[CH3:23])=[O:19])[CH2:3][C:4]1[CH:5]=[CH:6][C:7]([OH:10])=[CH:8][CH:9]=1. (5) Given the reactants C[O:2][C:3](=[O:13])[C:4]1[CH:9]=[C:8]([C:10]#N)[CH:7]=[CH:6][C:5]=1[CH3:12].S(=O)(=O)(O)[OH:15].[OH2:19], predict the reaction product. The product is: [CH3:12][C:5]1[CH:6]=[CH:7][C:8]([C:10]([OH:15])=[O:19])=[CH:9][C:4]=1[C:3]([OH:2])=[O:13]. (6) Given the reactants [CH3:1][O:2][C:3]1[CH:8]=[C:7]([N:9]2[CH2:14][CH2:13][O:12][CH2:11][CH2:10]2)[C:6]([N+:15]([O-])=O)=[CH:5][C:4]=1[NH:18][C:19]1[N:24]=[C:23]([N:25]2[CH:29]=[C:28]([CH:30]=O)[CH:27]=[N:26]2)[C:22]([CH3:32])=[CH:21][N:20]=1.Cl.[CH3:34][NH:35][CH:36]1[CH2:39][N:38]([CH3:40])[CH2:37]1, predict the reaction product. The product is: [CH3:1][O:2][C:3]1[C:4]([NH:18][C:19]2[N:24]=[C:23]([N:25]3[CH:29]=[C:28]([CH2:30][N:35]([CH3:34])[CH:36]4[CH2:39][N:38]([CH3:40])[CH2:37]4)[CH:27]=[N:26]3)[C:22]([CH3:32])=[CH:21][N:20]=2)=[CH:5][C:6]([NH:15][C:3](=[O:2])[CH:4]=[CH2:5])=[C:7]([N:9]2[CH2:14][CH2:13][O:12][CH2:11][CH2:10]2)[CH:8]=1. (7) Given the reactants Cl[C:2]1[CH:7]=[CH:6][N:5]=[C:4]2[S:8][C:9]([S:18]([C:21]3[CH:26]=[CH:25][C:24]([Cl:27])=[CH:23][CH:22]=3)(=[O:20])=[O:19])=[C:10]([C:11]3[CH:16]=[CH:15][C:14]([Cl:17])=[CH:13][CH:12]=3)[C:3]=12.[F-:28].[K+], predict the reaction product. The product is: [F:28][C:2]1[CH:7]=[CH:6][N:5]=[C:4]2[S:8][C:9]([S:18]([C:21]3[CH:26]=[CH:25][C:24]([Cl:27])=[CH:23][CH:22]=3)(=[O:20])=[O:19])=[C:10]([C:11]3[CH:16]=[CH:15][C:14]([Cl:17])=[CH:13][CH:12]=3)[C:3]=12. (8) Given the reactants [CH:1]([C@@H:3]1[CH2:12][C:11]2[C:6](=[CH:7][CH:8]=[CH:9][CH:10]=2)[CH2:5][N:4]1[C:13](=[O:33])[C@@H:14]([NH:19][C:20](=[O:32])[C@@H:21]([N:23]([CH3:31])[C:24](=[O:30])[O:25][C:26]([CH3:29])([CH3:28])[CH3:27])[CH3:22])[C:15]([CH3:18])([CH3:17])[CH3:16])=O.[C:34]1([CH2:40][CH2:41][NH2:42])[CH:39]=[CH:38][CH:37]=[CH:36][CH:35]=1.[BH-](OC(C)=O)(OC(C)=O)OC(C)=O.[Na+], predict the reaction product. The product is: [CH3:18][C:15]([CH3:17])([CH3:16])[C@H:14]([NH:19][C:20](=[O:32])[C@@H:21]([N:23]([CH3:31])[C:24](=[O:30])[O:25][C:26]([CH3:28])([CH3:29])[CH3:27])[CH3:22])[C:13](=[O:33])[N:4]1[C@H:3]([CH2:1][NH:42][CH2:41][CH2:40][C:34]2[CH:39]=[CH:38][CH:37]=[CH:36][CH:35]=2)[CH2:12][C:11]2[C:6](=[CH:7][CH:8]=[CH:9][CH:10]=2)[CH2:5]1.